The task is: Predict which catalyst facilitates the given reaction.. This data is from Catalyst prediction with 721,799 reactions and 888 catalyst types from USPTO. (1) Reactant: Cl[C:2]1[C:3]2[CH:10]=[CH:9][N:8]([S:11]([C:14]3[CH:19]=[CH:18][C:17]([CH3:20])=[CH:16][CH:15]=3)(=[O:13])=[O:12])[C:4]=2[N:5]=[CH:6][N:7]=1.C(B(CC)[C:24]1[CH:25]=[N:26][CH:27]=[CH:28][CH:29]=1)C.C(=O)([O-])[O-].[K+].[K+]. Product: [CH3:20][C:17]1[CH:18]=[CH:19][C:14]([S:11]([N:8]2[C:4]3[N:5]=[CH:6][N:7]=[C:2]([C:24]4[CH:25]=[N:26][CH:27]=[CH:28][CH:29]=4)[C:3]=3[CH:10]=[CH:9]2)(=[O:13])=[O:12])=[CH:15][CH:16]=1. The catalyst class is: 7. (2) Reactant: [N:1]1[CH:6]=[CH:5][CH:4]=[C:3]2[CH2:7][CH2:8][CH:9]([OH:10])[C:2]=12. Product: [N:1]1[CH:6]=[CH:5][CH:4]=[C:3]2[CH2:7][CH2:8][C:9](=[O:10])[C:2]=12. The catalyst class is: 327. (3) Reactant: O[N:2]=[C:3]([C:5]1[CH:14]=[CH:13][C:8]([C:9]([O:11][CH3:12])=[O:10])=[CH:7][C:6]=1[CH3:15])[CH3:4].[ClH:16]. Product: [ClH:16].[NH2:2][CH:3]([C:5]1[CH:14]=[CH:13][C:8]([C:9]([O:11][CH3:12])=[O:10])=[CH:7][C:6]=1[CH3:15])[CH3:4]. The catalyst class is: 19. (4) Reactant: [Cl:1][C:2]1[CH:7]=[C:6]([O:8][C:9]2[CH:16]=[N:15][CH:14]=[CH:13][C:10]=2[C:11]#[N:12])[CH:5]=[CH:4][N:3]=1.[NH2:17][C:18]1[S:19][CH:20]=[C:21]([CH:23]2[CH2:28][CH2:27][N:26]([C:29](=[O:31])[CH3:30])[CH2:25][CH2:24]2)[N:22]=1.P([O-])([O-])([O-])=O.[K+].[K+].[K+].CC1(C)C2C=CC=C(P(C3C=CC=CC=3)C3C=CC=CC=3)C=2OC2C1=CC=CC=2P(C1C=CC=CC=1)C1C=CC=CC=1. Product: [ClH:1].[C:29]([N:26]1[CH2:27][CH2:28][CH:23]([C:21]2[N:22]=[C:18]([NH:17][C:2]3[CH:7]=[C:6]([O:8][C:9]4[CH:16]=[N:15][CH:14]=[CH:13][C:10]=4[C:11]#[N:12])[CH:5]=[CH:4][N:3]=3)[S:19][CH:20]=2)[CH2:24][CH2:25]1)(=[O:31])[CH3:30]. The catalyst class is: 110. (5) Reactant: [Si]([O:8][CH2:9][CH2:10][O:11][C:12]1[CH:27]=[CH:26][C:15]([CH2:16][CH:17]([CH2:23][CH:24]=[CH2:25])[C:18]([O:20][CH2:21][CH3:22])=[O:19])=[CH:14][CH:13]=1)(C(C)(C)C)(C)C.[F-].C([N+](CCCC)(CCCC)CCCC)CCC. Product: [OH:8][CH2:9][CH2:10][O:11][C:12]1[CH:27]=[CH:26][C:15]([CH2:16][CH:17]([CH2:23][CH:24]=[CH2:25])[C:18]([O:20][CH2:21][CH3:22])=[O:19])=[CH:14][CH:13]=1. The catalyst class is: 1. (6) Reactant: [CH3:1][C@H:2]([C:15]([OH:17])=[O:16])[C:3]1[CH:8]=[CH:7][C:6]2[CH:9]=[C:10]([O:13][CH3:14])[CH:11]=[CH:12][C:5]=2[CH:4]=1.O[C:19]1[C:27]2N=N[NH:24][C:23]=2[CH:22]=[CH:21][CH:20]=1.C1CCC(N=C=NC2CCCCC2)CC1.OC1C=CC(C2S[S:53][C:52](=S)C=2)=CC=1. Product: [CH3:14][O:13][C:10]1[CH:11]=[CH:12][C:5]2[C:6](=[CH:7][CH:8]=[C:3]([CH:2]([CH3:1])[C:15]([O:17][C:20]3[CH:21]=[CH:22][C:23]([N:24]=[C:52]=[S:53])=[CH:27][CH:19]=3)=[O:16])[CH:4]=2)[CH:9]=1. The catalyst class is: 42. (7) The catalyst class is: 7. Reactant: [Mg].Br[C:3]1[CH:8]=[C:7]([O:9][CH2:10][O:11][CH2:12][CH3:13])[CH:6]=[CH:5][C:4]=1[CH3:14].[B:15](OC(C)C)([O:20]C(C)C)[O:16]C(C)C.Cl. Product: [CH2:12]([O:11][CH2:10][O:9][C:7]1[CH:6]=[CH:5][C:4]([CH3:14])=[C:3]([B:15]([OH:20])[OH:16])[CH:8]=1)[CH3:13].